Dataset: Reaction yield outcomes from USPTO patents with 853,638 reactions. Task: Predict the reaction yield, written as a fraction of the theoretical maximum amount of product (1.0 means a 100% yield; for example, 0.34 means a 34% yield). The reactants are [CH3:1][C@H:2]1[NH:7][CH2:6][CH2:5][N:4]([C:8]2[CH:13]=[CH:12][CH:11]=[CH:10][N:9]=2)[CH2:3]1.Cl[CH2:15][C:16]1[NH:20][C:19]2[CH:21]=[CH:22][CH:23]=[CH:24][C:18]=2[N:17]=1.C(=O)([O-])[O-].[Cs+].[Cs+]. The catalyst is CN(C)C=O. The product is [CH3:1][C@@H:2]1[CH2:3][N:4]([C:8]2[CH:13]=[CH:12][CH:11]=[CH:10][N:9]=2)[CH2:5][CH2:6][N:7]1[CH2:15][C:16]1[NH:20][C:19]2[CH:21]=[CH:22][CH:23]=[CH:24][C:18]=2[N:17]=1. The yield is 0.390.